Dataset: Full USPTO retrosynthesis dataset with 1.9M reactions from patents (1976-2016). Task: Predict the reactants needed to synthesize the given product. (1) The reactants are: [H-].[Na+].[N+:3]([C:6]1[CH:7]=[C:8]([CH:18]=[CH:19][CH:20]=1)[CH2:9]P(=O)(OCC)OCC)([O-:5])=[O:4].[N:21]1[C:30]2[C:25](=[CH:26][CH:27]=[CH:28][CH:29]=2)[C:24]([CH:31]=O)=[CH:23][CH:22]=1.C(=O)(O)[O-].[Na+]. Given the product [N+:3]([C:6]1[CH:7]=[C:8](/[CH:9]=[CH:31]/[C:24]2[C:25]3[C:30](=[CH:29][CH:28]=[CH:27][CH:26]=3)[N:21]=[CH:22][CH:23]=2)[CH:18]=[CH:19][CH:20]=1)([O-:5])=[O:4], predict the reactants needed to synthesize it. (2) Given the product [CH:22]1([C:9]([OH:8])([C:10]#[CH:11])[CH2:12][C:13]2[O:18][C:17]([CH3:20])([CH3:19])[O:16][C:15](=[O:21])[CH:14]=2)[CH2:26][CH2:25][CH2:24][CH2:23]1, predict the reactants needed to synthesize it. The reactants are: C([O:8][C:9]([CH:22]1[CH2:26][CH2:25][CH2:24][CH2:23]1)([CH2:12][C:13]1[O:18][C:17]([CH3:20])([CH3:19])[O:16][C:15](=[O:21])[CH:14]=1)[C:10]#[CH:11])(=O)C(OCC)=O.C([O-])([O-])=O.[K+].[K+].Cl. (3) Given the product [CH2:19]([O:18][C:16]([NH:15][C:10]1[C:9]([F:21])=[C:8]([CH2:7][CH2:6][CH2:5][CH2:4][C:3]([OH:22])=[O:2])[CH:13]=[C:12]([F:14])[CH:11]=1)=[O:17])[CH3:20], predict the reactants needed to synthesize it. The reactants are: C[O:2][C:3](=[O:22])[CH2:4][CH2:5][CH2:6][CH2:7][C:8]1[CH:13]=[C:12]([F:14])[CH:11]=[C:10]([NH:15][C:16]([O:18][CH2:19][CH3:20])=[O:17])[C:9]=1[F:21].C[O-].[Li+].Cl. (4) Given the product [ClH:10].[Cl:25][C:20]1[CH:19]=[C:18]([C:16]2[CH:15]=[N:14][CH:13]=[C:12]([CH2:11][N:5]3[CH:6]=[CH:7][N:8]=[C:4]3[CH3:3])[CH:17]=2)[CH:23]=[CH:22][C:21]=1[Cl:24], predict the reactants needed to synthesize it. The reactants are: [H-].[Na+].[CH3:3][C:4]1[NH:5][CH:6]=[CH:7][N:8]=1.Cl.[Cl:10][CH2:11][C:12]1[CH:13]=[N:14][CH:15]=[C:16]([C:18]2[CH:23]=[CH:22][C:21]([Cl:24])=[C:20]([Cl:25])[CH:19]=2)[CH:17]=1.C(N(CC)CC)C. (5) Given the product [C:32]1([CH3:31])[CH:37]=[CH:36][C:35]([O:1][C:2]2[CH:7]=[CH:6][C:5]([O:8][C:9]([N:11]3[CH2:16][CH2:15][CH:14]([O:17][C:18]4[CH:19]=[CH:20][C:21]([CH2:24][C:25]([O:27][CH2:28][CH:29]=[CH2:30])=[O:26])=[CH:22][CH:23]=4)[CH2:13][CH2:12]3)=[O:10])=[CH:4][CH:3]=2)=[CH:34][CH:33]=1, predict the reactants needed to synthesize it. The reactants are: [OH:1][C:2]1[CH:7]=[CH:6][C:5]([O:8][C:9]([N:11]2[CH2:16][CH2:15][CH:14]([O:17][C:18]3[CH:23]=[CH:22][C:21]([CH2:24][C:25]([O:27][CH2:28][CH:29]=[CH2:30])=[O:26])=[CH:20][CH:19]=3)[CH2:13][CH2:12]2)=[O:10])=[CH:4][CH:3]=1.[CH3:31][C:32]1[CH:37]=[CH:36][C:35](B(O)O)=[CH:34][CH:33]=1. (6) The reactants are: [C:1]([O:5][C:6]([NH:8][CH:9]([CH2:20][C:21]1[CH:26]=[CH:25][CH:24]=[C:23]([OH:27])[CH:22]=1)[C:10]([O:12][CH2:13][C:14]1[CH:19]=[CH:18][CH:17]=[CH:16][CH:15]=1)=[O:11])=[O:7])([CH3:4])([CH3:3])[CH3:2].C(=O)([O-])[O-].[K+].[K+].[CH2:34](Br)[C:35]1[CH:40]=[CH:39][CH:38]=[CH:37][CH:36]=1. Given the product [CH2:34]([O:27][C:23]1[CH:22]=[C:21]([CH2:20][CH:9]([NH:8][C:6]([O:5][C:1]([CH3:4])([CH3:2])[CH3:3])=[O:7])[C:10]([O:12][CH2:13][C:14]2[CH:19]=[CH:18][CH:17]=[CH:16][CH:15]=2)=[O:11])[CH:26]=[CH:25][CH:24]=1)[C:35]1[CH:40]=[CH:39][CH:38]=[CH:37][CH:36]=1, predict the reactants needed to synthesize it. (7) Given the product [F:25][C:21]1[CH:20]=[C:19]2[C:24]([C:16]([C:13]3[CH:14]=[CH:15][C:9]4[S:8](=[O:27])(=[O:26])[N:7]([CH2:6][CH2:5][OH:4])[CH2:11][C:10]=4[CH:12]=3)=[CH:17][NH:18]2)=[CH:23][CH:22]=1, predict the reactants needed to synthesize it. The reactants are: C([O:4][CH2:5][CH2:6][N:7]1[CH2:11][C:10]2[CH:12]=[C:13]([C:16]3[C:24]4[C:19](=[CH:20][C:21]([F:25])=[CH:22][CH:23]=4)[NH:18][CH:17]=3)[CH:14]=[CH:15][C:9]=2[S:8]1(=[O:27])=[O:26])(=O)C.O[Li].O. (8) Given the product [N:13]1([C:14]2[C:15]3=[C:21]([C:29]4[CH:30]=[N:31][N:32]([CH3:34])[CH:33]=4)[N:20]=[C:19]([CH3:18])[N:27]3[N:26]=[CH:25][N:24]=2)[CH2:11][CH2:17][CH2:16]1, predict the reactants needed to synthesize it. The reactants are: N1C=NC=N1.P(Cl)(Cl)(Cl)=O.[CH2:11]([N:13]([CH2:16][CH3:17])[CH2:14][CH3:15])C.[CH3:18][C:19]1[N:27]2C(C(=O)[NH:24][CH:25]=[N:26]2)=[C:21]([C:29]2[CH:30]=[N:31][N:32]([CH3:34])[CH:33]=2)[N:20]=1.Cl.N1CCC1. (9) Given the product [Br:1][C:2]1[C:11]([O:12][Si:13]([C:16]([CH3:17])([CH3:19])[CH3:18])([CH3:14])[CH3:15])=[C:10]2[C:5]([CH:6]=[CH:7][C:8]([CH:20]=[O:21])=[N:9]2)=[CH:4][CH:3]=1, predict the reactants needed to synthesize it. The reactants are: [Br:1][C:2]1[C:11]([O:12][Si:13]([C:16]([CH3:19])([CH3:18])[CH3:17])([CH3:15])[CH3:14])=[C:10]2[C:5]([CH:6]=[CH:7][C:8]([CH3:20])=[N:9]2)=[CH:4][CH:3]=1.[O:21]1CCOCC1. (10) Given the product [Cl:1][C:2]1[CH:30]=[CH:29][CH:28]=[C:27]([Cl:31])[C:3]=1[CH2:4][C:5]1[N:14]=[C:13]([NH:15][C:16]2[CH:21]=[CH:20][C:19]([C:22]([OH:34])=[O:23])=[CH:18][C:17]=2[O:24][CH3:25])[C:12]2[C:11](=[O:26])[NH:10][CH:9]=[CH:8][C:7]=2[CH:6]=1, predict the reactants needed to synthesize it. The reactants are: [Cl:1][C:2]1[CH:30]=[CH:29][CH:28]=[C:27]([Cl:31])[C:3]=1[CH2:4][C:5]1[CH:6]=[C:7]2[C:12](=[C:13]([NH:15][C:16]3[CH:21]=[CH:20][C:19]([CH2:22][OH:23])=[CH:18][C:17]=3[O:24][CH3:25])[N:14]=1)[C:11](=[O:26])[NH:10][CH:9]=[CH:8]2.CC(C)=[O:34].OS(O)(=O)=O.O=[Cr](=O)=O.